Task: Regression. Given two drug SMILES strings and cell line genomic features, predict the synergy score measuring deviation from expected non-interaction effect.. Dataset: NCI-60 drug combinations with 297,098 pairs across 59 cell lines (1) Drug 2: CCC1(C2=C(COC1=O)C(=O)N3CC4=CC5=C(C=CC(=C5CN(C)C)O)N=C4C3=C2)O.Cl. Drug 1: CN(C)C1=NC(=NC(=N1)N(C)C)N(C)C. Synergy scores: CSS=32.1, Synergy_ZIP=0.885, Synergy_Bliss=0.447, Synergy_Loewe=-45.4, Synergy_HSA=-2.65. Cell line: DU-145. (2) Drug 1: C1CC(=O)NC(=O)C1N2CC3=C(C2=O)C=CC=C3N. Drug 2: CN(CC1=CN=C2C(=N1)C(=NC(=N2)N)N)C3=CC=C(C=C3)C(=O)NC(CCC(=O)O)C(=O)O. Cell line: MCF7. Synergy scores: CSS=28.5, Synergy_ZIP=4.23, Synergy_Bliss=0.800, Synergy_Loewe=-16.6, Synergy_HSA=2.51. (3) Drug 2: B(C(CC(C)C)NC(=O)C(CC1=CC=CC=C1)NC(=O)C2=NC=CN=C2)(O)O. Cell line: NCI-H322M. Synergy scores: CSS=13.3, Synergy_ZIP=-5.90, Synergy_Bliss=-1.16, Synergy_Loewe=-12.6, Synergy_HSA=-2.62. Drug 1: C1=CC(=CC=C1C#N)C(C2=CC=C(C=C2)C#N)N3C=NC=N3.